This data is from Forward reaction prediction with 1.9M reactions from USPTO patents (1976-2016). The task is: Predict the product of the given reaction. (1) Given the reactants [Si:1]([O:8][C@@H:9]1[C@@:28]2([CH3:29])[C:13](=[CH:14][CH:15]=[C:16]3[C@@H:27]2[CH2:26][CH2:25][C@@:24]2([CH3:30])[C@H:17]3[CH2:18][CH:19]=[C:20]2[C@@H:21]([OH:23])[CH3:22])[CH2:12][C@@H:11]([O:31][Si:32]([C:35]([CH3:38])([CH3:37])[CH3:36])([CH3:34])[CH3:33])[CH2:10]1)([C:4]([CH3:7])([CH3:6])[CH3:5])([CH3:3])[CH3:2].[Cr](O[Cr]([O-])(=O)=O)([O-])(=O)=O.[NH+]1C=CC=CC=1.[NH+]1C=CC=CC=1.[O-][Si]([O-])=O.[Mg+2], predict the reaction product. The product is: [Si:1]([O:8][C@@H:9]1[C@@:28]2([CH3:29])[C:13](=[CH:14][CH:15]=[C:16]3[C@@H:27]2[CH2:26][CH2:25][C@@:24]2([CH3:30])[C@H:17]3[CH2:18][CH:19]=[C:20]2[C:21](=[O:23])[CH3:22])[CH2:12][C@@H:11]([O:31][Si:32]([C:35]([CH3:38])([CH3:37])[CH3:36])([CH3:33])[CH3:34])[CH2:10]1)([C:4]([CH3:7])([CH3:6])[CH3:5])([CH3:3])[CH3:2]. (2) Given the reactants [C:1]([O:5][C:6]([NH:8][C@H:9]([C:14]([OH:16])=O)[CH2:10][CH:11]([CH3:13])[CH3:12])=[O:7])([CH3:4])([CH3:3])[CH3:2].C(N1C=CN=C1)(N1C=CN=C1)=O.Cl.[CH3:30][NH:31][O:32][CH3:33].CCN(C(C)C)C(C)C, predict the reaction product. The product is: [CH3:4][C:1]([O:5][C:6]([NH:8][C@H:9]([C:14]([N:31]([CH3:30])[O:32][CH3:33])=[O:16])[CH2:10][CH:11]([CH3:12])[CH3:13])=[O:7])([CH3:2])[CH3:3]. (3) Given the reactants [NH2:1][C:2]1[CH:3]=[C:4]([C:8]2[N:13]3[N:14]=[CH:15][C:16]([C:17]([C:19]4[S:20][CH:21]=[CH:22][CH:23]=4)=[O:18])=[C:12]3[N:11]=[CH:10][CH:9]=2)[CH:5]=[CH:6][CH:7]=1.[CH:24]1([CH:30]=O)[CH2:29][CH2:28][CH2:27][CH2:26][CH2:25]1, predict the reaction product. The product is: [CH:24]1([CH2:30][NH:1][C:2]2[CH:3]=[C:4]([C:8]3[N:13]4[N:14]=[CH:15][C:16]([C:17]([C:19]5[S:20][CH:21]=[CH:22][CH:23]=5)=[O:18])=[C:12]4[N:11]=[CH:10][CH:9]=3)[CH:5]=[CH:6][CH:7]=2)[CH2:29][CH2:28][CH2:27][CH2:26][CH2:25]1. (4) Given the reactants [OH-].[Na+].[C:3]([O:7][C:8]([N:10]1[CH2:15][CH2:14][CH:13]([C:16]2[CH:25]=[CH:24][C:19]([C:20]([O:22]C)=[O:21])=[CH:18][N:17]=2)[CH2:12][CH2:11]1)=[O:9])([CH3:6])([CH3:5])[CH3:4].Cl, predict the reaction product. The product is: [C:3]([O:7][C:8]([N:10]1[CH2:11][CH2:12][CH:13]([C:16]2[CH:25]=[CH:24][C:19]([C:20]([OH:22])=[O:21])=[CH:18][N:17]=2)[CH2:14][CH2:15]1)=[O:9])([CH3:6])([CH3:4])[CH3:5].